Predict the reaction yield, written as a fraction of the theoretical maximum amount of product (1.0 means a 100% yield; for example, 0.34 means a 34% yield). From a dataset of Reaction yield outcomes from USPTO patents with 853,638 reactions. (1) The reactants are [OH:1][C:2]([CH:5]1[CH2:9][CH2:8][CH:7]([CH3:10])[CH:6]1[OH:11])([CH3:4])[CH3:3].[Cr](Cl)([O-])(=O)=O.[NH+]1C=CC=CC=1.C(OCC)C. The catalyst is ClCCl. The product is [OH:1][C:2]([CH:5]1[CH2:9][CH2:8][CH:7]([CH3:10])[C:6]1=[O:11])([CH3:4])[CH3:3]. The yield is 0.860. (2) The reactants are C(O[C:4](=[O:21])[C:5](=[N:11][NH:12][C:13](=[O:20])[CH2:14][C:15]([O:17][CH2:18][CH3:19])=[O:16])[C:6]1[S:7][CH:8]=[CH:9][CH:10]=1)C.CC([O-])=O.[Na+]. The catalyst is CN(C=O)C. The product is [CH2:18]([O:17][C:15]([C:14]1[C:13](=[O:20])[NH:12][N:11]=[C:5]([C:6]2[S:7][CH:8]=[CH:9][CH:10]=2)[C:4]=1[OH:21])=[O:16])[CH3:19]. The yield is 0.800. (3) The reactants are Cl[C:2]1[CH:3]=[C:4]2[C:9](=[CH:10][N:11]=1)[CH2:8][N:7]([C:12]1[C:17]([F:18])=[C:16]([O:19][CH3:20])[CH:15]=[C:14]([O:21][CH3:22])[C:13]=1[F:23])[C:6](=[O:24])[C:5]12[CH2:26][CH2:25]1.[N+:27]([C:30]1[CH:31]=[N:32][N:33]([CH2:35][O:36][CH2:37][CH2:38][Si:39]([CH3:42])([CH3:41])[CH3:40])[CH:34]=1)([O-:29])=[O:28].CC(C)(C)C(O)=O.C(=O)([O-])[O-].[K+].[K+].C12(P(C34CC5CC(CC(C5)C3)C4)CCCC)CC3CC(CC(C3)C1)C2. The catalyst is CN(C=O)C.C(Cl)Cl.C([O-])(=O)C.[Pd+2].C([O-])(=O)C. The product is [F:18][C:17]1[C:16]([O:19][CH3:20])=[CH:15][C:14]([O:21][CH3:22])=[C:13]([F:23])[C:12]=1[N:7]1[C:6](=[O:24])[C:5]2([CH2:25][CH2:26]2)[C:4]2[C:9](=[CH:10][N:11]=[C:2]([C:34]3[N:33]([CH2:35][O:36][CH2:37][CH2:38][Si:39]([CH3:41])([CH3:42])[CH3:40])[N:32]=[CH:31][C:30]=3[N+:27]([O-:29])=[O:28])[CH:3]=2)[CH2:8]1. The yield is 0.710. (4) The product is [F:17][C:15]([F:16])([F:18])[S:12]([C:8]1[CH:7]=[C:6]([NH:5][C:4]2[N:3]=[C:1]([NH2:2])[NH:22][N:21]=2)[CH:11]=[CH:10][CH:9]=1)(=[O:13])=[O:14]. The reactants are [C:1](/[N:3]=[C:4](\SC)/[NH:5][C:6]1[CH:11]=[CH:10][CH:9]=[C:8]([S:12]([C:15]([F:18])([F:17])[F:16])(=[O:14])=[O:13])[CH:7]=1)#[N:2].[NH2:21][NH2:22]. The yield is 0.940. The catalyst is C(O)C. (5) The reactants are [Cl:1][C:2]1[CH:3]=[C:4]([S:8]([NH:11][C:12]2[CH:20]=[CH:19][C:15]([C:16]([OH:18])=[O:17])=[C:14]([OH:21])[CH:13]=2)(=[O:10])=[O:9])[S:5][C:6]=1[Cl:7].[CH3:22][O:23][CH:24]([CH2:27][CH3:28])[CH2:25]O. No catalyst specified. The product is [Cl:1][C:2]1[CH:3]=[C:4]([S:8]([NH:11][C:12]2[CH:20]=[CH:19][C:15]([C:16]([O:18][CH2:25][CH:24]([O:23][CH3:22])[CH2:27][CH3:28])=[O:17])=[C:14]([OH:21])[CH:13]=2)(=[O:9])=[O:10])[S:5][C:6]=1[Cl:7]. The yield is 0.770.